This data is from Forward reaction prediction with 1.9M reactions from USPTO patents (1976-2016). The task is: Predict the product of the given reaction. Given the reactants [CH2:1]([N:8]([CH2:19][C:20]1[CH:36]=[CH:35][C:23]([C:24]([NH:26][CH2:27][C:28]2[CH:33]=[CH:32][CH:31]=[C:30](Cl)[CH:29]=2)=[O:25])=[CH:22][CH:21]=1)[S:9]([C:12]1[CH:17]=[CH:16][C:15]([Cl:18])=[CH:14][CH:13]=1)(=[O:11])=[O:10])[C:2]1[CH:7]=[CH:6][CH:5]=[CH:4][CH:3]=1.[C:37]1(C2(N)CC2)C=CC=C[CH:38]=1, predict the reaction product. The product is: [CH2:1]([N:8]([CH2:19][C:20]1[CH:36]=[CH:35][C:23]([C:24]([NH:26][C:27]2([C:28]3[CH:33]=[CH:32][CH:31]=[CH:30][CH:29]=3)[CH2:38][CH2:37]2)=[O:25])=[CH:22][CH:21]=1)[S:9]([C:12]1[CH:13]=[CH:14][C:15]([Cl:18])=[CH:16][CH:17]=1)(=[O:10])=[O:11])[C:2]1[CH:7]=[CH:6][CH:5]=[CH:4][CH:3]=1.